Dataset: Forward reaction prediction with 1.9M reactions from USPTO patents (1976-2016). Task: Predict the product of the given reaction. (1) The product is: [F:16][C:17]1[CH:18]=[C:19]([C:32]2[CH:33]=[N:34][N:35]([CH3:37])[CH:36]=2)[CH:20]=[CH:21][C:22]=1[C:2]1[CH:3]=[N:4][CH:5]=[C:6]2[C:11]=1[N:10]=[C:9]([C:12]([NH:14][CH3:15])=[O:13])[CH:8]=[CH:7]2. Given the reactants Br[C:2]1[CH:3]=[N:4][CH:5]=[C:6]2[C:11]=1[N:10]=[C:9]([C:12]([NH:14][CH3:15])=[O:13])[CH:8]=[CH:7]2.[F:16][C:17]1[CH:18]=[C:19]([C:32]2[CH:33]=[N:34][N:35]([CH3:37])[CH:36]=2)[CH:20]=[CH:21][C:22]=1B1OC(C)(C)C(C)(C)O1.[O-]P([O-])([O-])=O.[K+].[K+].[K+], predict the reaction product. (2) The product is: [O:1]([C:8]1[CH:30]=[CH:29][C:11]([O:12][C:13]2[CH:18]=[CH:17][N:16]=[C:15]3[CH:19]=[C:20]([C:22]4[CH:23]=[C:24]([NH:25][C:38](=[O:41])[CH:39]=[CH2:40])[CH:26]=[CH:27][CH:28]=4)[O:21][C:14]=23)=[CH:10][CH:9]=1)[C:2]1[CH:3]=[CH:4][CH:5]=[CH:6][CH:7]=1. Given the reactants [O:1]([C:8]1[CH:30]=[CH:29][C:11]([O:12][C:13]2[CH:18]=[CH:17][N:16]=[C:15]3[CH:19]=[C:20]([C:22]4[CH:23]=[C:24]([CH:26]=[CH:27][CH:28]=4)[NH2:25])[O:21][C:14]=23)=[CH:10][CH:9]=1)[C:2]1[CH:7]=[CH:6][CH:5]=[CH:4][CH:3]=1.C(N(CC)CC)C.[C:38](Cl)(=[O:41])[CH:39]=[CH2:40], predict the reaction product. (3) Given the reactants N1C=CC=CC=1.[OH:7][C:8]1[CH:17]=[C:16]2[C:11]([C:12](=[O:18])[NH:13][CH:14]=[N:15]2)=[C:10]([O:19][CH:20]([CH3:22])[CH3:21])[CH:9]=1.[C:23](OC(=O)C)(=[O:25])[CH3:24], predict the reaction product. The product is: [C:23]([O:7][C:8]1[CH:17]=[C:16]2[C:11]([C:12](=[O:18])[NH:13][CH:14]=[N:15]2)=[C:10]([O:19][CH:20]([CH3:22])[CH3:21])[CH:9]=1)(=[O:25])[CH3:24]. (4) Given the reactants C(OP([CH2:9][C:10]([O:12][CH2:13][CH3:14])=[O:11])(OCC)=O)C.[H-].[Na+].O=[CH:18][CH2:19][CH2:20][C@@H:21]1[N:26]([S:27]([C:30]2[CH:35]=[CH:34][CH:33]=[CH:32][CH:31]=2)(=[O:29])=[O:28])[CH2:25][CH2:24][N:23]([C:36]([O:38][CH2:39][C:40]2[CH:45]=[CH:44][CH:43]=[CH:42][CH:41]=2)=[O:37])[CH2:22]1, predict the reaction product. The product is: [CH2:13]([O:12][C:10](=[O:11])/[CH:9]=[CH:18]/[CH2:19][CH2:20][C@@H:21]1[N:26]([S:27]([C:30]2[CH:35]=[CH:34][CH:33]=[CH:32][CH:31]=2)(=[O:29])=[O:28])[CH2:25][CH2:24][N:23]([C:36]([O:38][CH2:39][C:40]2[CH:45]=[CH:44][CH:43]=[CH:42][CH:41]=2)=[O:37])[CH2:22]1)[CH3:14].